Dataset: Catalyst prediction with 721,799 reactions and 888 catalyst types from USPTO. Task: Predict which catalyst facilitates the given reaction. (1) Reactant: [NH2:1][C:2]1[CH:3]=[CH:4][C:5]([C:8]#[N:9])=[N:6][CH:7]=1.[C:10]1([O:16][C:17](Cl)=[O:18])[CH:15]=[CH:14][CH:13]=[CH:12][CH:11]=1.N1C=CC=CC=1. Product: [C:8]([C:5]1[N:6]=[CH:7][C:2]([NH:1][C:17](=[O:18])[O:16][C:10]2[CH:15]=[CH:14][CH:13]=[CH:12][CH:11]=2)=[CH:3][CH:4]=1)#[N:9]. The catalyst class is: 473. (2) Reactant: C[O:2][C:3](=[O:33])[C@H:4]([CH2:29][CH2:30][S:31][CH3:32])[NH:5][C:6](=[O:28])[C:7]1[CH:12]=[CH:11][C:10]([CH2:13][O:14][C:15]2[CH:16]=[N:17][CH:18]=[CH:19][CH:20]=2)=[CH:9][C:8]=1[C:21]1[CH:26]=[CH:25][CH:24]=[CH:23][C:22]=1[CH3:27].[Li+].[OH-]. Product: [N:17]1[CH:18]=[CH:19][CH:20]=[C:15]([O:14][CH2:13][C:10]2[CH:11]=[CH:12][C:7]([C:6]([NH:5][C@H:4]([C:3]([OH:33])=[O:2])[CH2:29][CH2:30][S:31][CH3:32])=[O:28])=[C:8]([C:21]3[CH:26]=[CH:25][CH:24]=[CH:23][C:22]=3[CH3:27])[CH:9]=2)[CH:16]=1. The catalyst class is: 1.